Predict hERG channel inhibition at various concentrations. From a dataset of hERG Central: cardiac toxicity at 1µM, 10µM, and general inhibition. Results: hERG_inhib (hERG inhibition (general)): blocker. The drug is CCOC(=O)C(C)On1c(SC(C)C(=O)OCC)nc2ccccc2c1=O.